The task is: Predict which catalyst facilitates the given reaction.. This data is from Catalyst prediction with 721,799 reactions and 888 catalyst types from USPTO. Reactant: [CH3:1][P:2](=[O:7])([O:5][CH3:6])[O:3][CH3:4].[Li]CCCC.[CH:13]1([CH2:19][C:20](OC)=[O:21])[CH2:18][CH2:17][CH2:16][CH2:15][CH2:14]1. Product: [CH:13]1([CH2:19][C:20](=[O:21])[CH2:1][P:2](=[O:7])([O:5][CH3:6])[O:3][CH3:4])[CH2:18][CH2:17][CH2:16][CH2:15][CH2:14]1. The catalyst class is: 1.